Dataset: Reaction yield outcomes from USPTO patents with 853,638 reactions. Task: Predict the reaction yield, written as a fraction of the theoretical maximum amount of product (1.0 means a 100% yield; for example, 0.34 means a 34% yield). (1) The reactants are Cl[C:2]1[N:3]=[C:4]([O:29][C@H:30]2[CH2:34][CH2:33][O:32][CH2:31]2)[C:5]2[C:10]([C:11]3[CH:20]=[CH:19][C:14]4[N:15]=[C:16]([CH3:18])[O:17][C:13]=4[CH:12]=3)=[CH:9][N:8]([CH2:21][O:22][CH2:23][CH2:24][Si:25]([CH3:28])([CH3:27])[CH3:26])[C:6]=2[N:7]=1.[NH2:35][C:36]1[CH:45]=[CH:44][C:39]([C:40]([NH:42][CH3:43])=[O:41])=[CH:38][C:37]=1[CH3:46].CC1(C)C2C(=C(P(C3C=CC=CC=3)C3C=CC=CC=3)C=CC=2)OC2C(P(C3C=CC=CC=3)C3C=CC=CC=3)=CC=CC1=2.C(=O)([O-])[O-].[Cs+].[Cs+]. The product is [CH3:43][NH:42][C:40](=[O:41])[C:39]1[CH:44]=[CH:45][C:36]([NH:35][C:2]2[N:3]=[C:4]([O:29][C@H:30]3[CH2:34][CH2:33][O:32][CH2:31]3)[C:5]3[C:10]([C:11]4[CH:20]=[CH:19][C:14]5[N:15]=[C:16]([CH3:18])[O:17][C:13]=5[CH:12]=4)=[CH:9][N:8]([CH2:21][O:22][CH2:23][CH2:24][Si:25]([CH3:26])([CH3:27])[CH3:28])[C:6]=3[N:7]=2)=[C:37]([CH3:46])[CH:38]=1. The yield is 0.636. The catalyst is O1CCOCC1.C1C=CC(/C=C/C(/C=C/C2C=CC=CC=2)=O)=CC=1.C1C=CC(/C=C/C(/C=C/C2C=CC=CC=2)=O)=CC=1.C1C=CC(/C=C/C(/C=C/C2C=CC=CC=2)=O)=CC=1.[Pd].[Pd]. (2) The reactants are [H-].[H-].[H-].[H-].[Li+].[Al+3].[Cl:7][C:8]1[CH:9]=[C:10]([CH:15]=[C:16]([Cl:35])[C:17]=1[O:18][C:19]1[CH:24]=[CH:23][C:22]([O:25][CH3:26])=[C:21]([CH2:27][C:28]2[CH:33]=[CH:32][C:31]([F:34])=[CH:30][CH:29]=2)[CH:20]=1)[C:11](OC)=[O:12]. The catalyst is C1COCC1. The product is [Cl:7][C:8]1[CH:9]=[C:10]([CH:15]=[C:16]([Cl:35])[C:17]=1[O:18][C:19]1[CH:24]=[CH:23][C:22]([O:25][CH3:26])=[C:21]([CH2:27][C:28]2[CH:33]=[CH:32][C:31]([F:34])=[CH:30][CH:29]=2)[CH:20]=1)[CH2:11][OH:12]. The yield is 0.700. (3) The yield is 0.510. The product is [C:27]([O:26][C:24]([N:19]1[CH2:20][CH2:21][CH2:22][CH2:23][CH:18]1[CH2:17][NH:16][C:2]1[CH:7]=[CH:6][N:5]=[C:4]([NH:8][C:9]2[CH:14]=[CH:13][CH:12]=[C:11]([Cl:15])[CH:10]=2)[N:3]=1)=[O:25])([CH3:30])([CH3:29])[CH3:28]. The reactants are Cl[C:2]1[CH:7]=[CH:6][N:5]=[C:4]([NH:8][C:9]2[CH:14]=[CH:13][CH:12]=[C:11]([Cl:15])[CH:10]=2)[N:3]=1.[NH2:16][CH2:17][CH:18]1[CH2:23][CH2:22][CH2:21][CH2:20][N:19]1[C:24]([O:26][C:27]([CH3:30])([CH3:29])[CH3:28])=[O:25].C(N(C(C)C)CC)(C)C. The catalyst is C1COCC1.